This data is from Forward reaction prediction with 1.9M reactions from USPTO patents (1976-2016). The task is: Predict the product of the given reaction. (1) Given the reactants FC(F)(F)C(O)=O.[F:8][C:9]([F:41])([F:40])[C:10]1[N:15]=[CH:14][C:13]([C:16]2[N:21]=[CH:20][N:19]=[C:18]([CH2:22][NH:23][C:24]([CH:26]3[CH2:32][CH2:31][C:28]4([CH2:30][CH2:29]4)[N:27]3C(OC(C)(C)C)=O)=[O:25])[CH:17]=2)=[CH:12][N:11]=1, predict the reaction product. The product is: [F:40][C:9]([F:8])([F:41])[C:10]1[N:11]=[CH:12][C:13]([C:16]2[N:21]=[CH:20][N:19]=[C:18]([CH2:22][NH:23][C:24]([CH:26]3[CH2:32][CH2:31][C:28]4([CH2:30][CH2:29]4)[NH:27]3)=[O:25])[CH:17]=2)=[CH:14][N:15]=1. (2) Given the reactants C[O-].[Na+].C([O:7][C:8]1[CH:9]=[C:10]([CH:37]=[CH:38][CH:39]=1)[C:11]([NH:13][C:14]1[CH:15]=[C:16]([CH:33]=[CH:34][C:35]=1[Cl:36])[C:17]([NH:19][C:20]1[CH:25]=[C:24]([N:26]2[CH2:31][CH2:30][O:29][CH2:28][CH2:27]2)[CH:23]=[C:22]([F:32])[CH:21]=1)=[O:18])=[O:12])(=O)C, predict the reaction product. The product is: [Cl:36][C:35]1[CH:34]=[CH:33][C:16]([C:17]([NH:19][C:20]2[CH:25]=[C:24]([N:26]3[CH2:31][CH2:30][O:29][CH2:28][CH2:27]3)[CH:23]=[C:22]([F:32])[CH:21]=2)=[O:18])=[CH:15][C:14]=1[NH:13][C:11](=[O:12])[C:10]1[CH:37]=[CH:38][CH:39]=[C:8]([OH:7])[CH:9]=1. (3) Given the reactants [CH3:1][O:2][C:3]1[CH:19]=[C:18]2[C:6]([C:7](=[N:20]OC)[CH2:8][C:9]3([O:17]2)[CH2:12][CH:11]([C:13]([O:15][CH3:16])=[O:14])[CH2:10]3)=[CH:5][CH:4]=1.[H][H], predict the reaction product. The product is: [NH2:20][CH:7]1[C:6]2[C:18](=[CH:19][C:3]([O:2][CH3:1])=[CH:4][CH:5]=2)[O:17][C:9]2([CH2:12][CH:11]([C:13]([O:15][CH3:16])=[O:14])[CH2:10]2)[CH2:8]1. (4) Given the reactants [F:1][C:2]([C:5]1[S:9][C:8]2=[N:10][C:11]([C:13]3[O:14][C:15]4[CH:21]=[CH:20][CH:19]=[C:18]([N+:22]([O-])=O)[C:16]=4[N:17]=3)=[CH:12][N:7]2[N:6]=1)([F:4])[CH3:3], predict the reaction product. The product is: [F:1][C:2]([C:5]1[S:9][C:8]2=[N:10][C:11]([C:13]3[O:14][C:15]4[CH:21]=[CH:20][CH:19]=[C:18]([NH2:22])[C:16]=4[N:17]=3)=[CH:12][N:7]2[N:6]=1)([F:4])[CH3:3]. (5) Given the reactants [CH:1]1([N:6]2[CH2:12][C:11]([F:14])([F:13])[C:10](=[O:15])[N:9]([CH3:16])[C:8]3[CH:17]=[N:18][C:19]([NH:21][C:22]4[CH:30]=[CH:29][C:25]([C:26]([OH:28])=O)=[CH:24][C:23]=4[O:31][CH3:32])=[N:20][C:7]2=3)[CH2:5][CH2:4][CH2:3][CH2:2]1.F[P-](F)(F)(F)(F)F.CN(C(N(C)C)=[N+]1C2C(=NC=CC=2)[N+]([O-])=N1)C.C(N(C(C)C)C(C)C)C.[NH2:66][C:67]1[CH:72]=[CH:71][CH:70]=[CH:69][CH:68]=1, predict the reaction product. The product is: [CH:1]1([N:6]2[CH2:12][C:11]([F:13])([F:14])[C:10](=[O:15])[N:9]([CH3:16])[C:8]3[CH:17]=[N:18][C:19]([NH:21][C:22]4[CH:30]=[CH:29][C:25]([C:26]([NH:66][C:67]5[CH:72]=[CH:71][CH:70]=[CH:69][CH:68]=5)=[O:28])=[CH:24][C:23]=4[O:31][CH3:32])=[N:20][C:7]2=3)[CH2:5][CH2:4][CH2:3][CH2:2]1. (6) Given the reactants [CH2:1]([N:3]1CN(C)C[N:5]([C:10]2[S:11][C:12]3[C:18](C=O)=[CH:17][C:16]([C:21]4[CH:22]=[N:23][C:24]([C:27]([OH:30])(C)[CH3:28])=[N:25][CH:26]=4)=[CH:15][C:13]=3[N:14]=2)[C:4]1=[O:31])[CH3:2].Cl.[CH2:33]1[CH2:37][O:36][CH2:35][CH2:34]1, predict the reaction product. The product is: [CH2:1]([NH:3][C:4]([NH:5][C:10]1[S:11][C:12]2[C:18]([O:36][CH2:37][C:33]3[CH:4]=[N:3][C:1]([CH3:2])=[CH:35][CH:34]=3)=[CH:17][C:16]([C:21]3[CH:26]=[N:25][C:24]([CH:27]([OH:30])[CH3:28])=[N:23][CH:22]=3)=[CH:15][C:13]=2[N:14]=1)=[O:31])[CH3:2].